Dataset: Full USPTO retrosynthesis dataset with 1.9M reactions from patents (1976-2016). Task: Predict the reactants needed to synthesize the given product. (1) Given the product [NH2:13][CH:14]1[CH:21]2[N:17]([CH2:18][CH:19]([O:29][C@@H:30]([C:32]3[CH:33]=[C:34]([C:42]([F:45])([F:44])[F:43])[CH:35]=[C:36]([C:38]([F:39])([F:41])[F:40])[CH:37]=3)[CH3:31])[CH:20]2[C:22]2[CH:27]=[CH:26][C:25]([F:28])=[CH:24][C:23]=2[CH3:50])[C:16](=[O:46])[CH2:15]1, predict the reactants needed to synthesize it. The reactants are: C(OC(NC(C)(C([NH:13][CH:14]1[C@@H:21]2[N:17]([CH2:18][C@H:19]([O:29][C@@H:30]([C:32]3[CH:37]=[C:36]([C:38]([F:41])([F:40])[F:39])[CH:35]=[C:34]([C:42]([F:45])([F:44])[F:43])[CH:33]=3)[CH3:31])[C@H:20]2[C:22]2[CH:27]=[CH:26][C:25]([F:28])=[CH:24][CH:23]=2)[C:16](=[O:46])[CH2:15]1)=O)C)=O)(C)(C)C.Cl.N[CH:50]1C2N(CC(O[C@@H](C3C=C(C(F)(F)F)C=C(C(F)(F)F)C=3)C)C2C2C=CC(F)=CC=2)C(=O)C1. (2) The reactants are: C[C:2]1[CH:7]=[CH:6][N:5]=[CH:4][C:3]=1[C:8]1[CH:9]=[CH:10][C:11]2[N:18]3[CH2:19][C@H:14]([CH2:15][CH2:16][CH2:17]3)[NH:13][C:12]=2[N:20]=1.N1C2N[C@@H]3CN(C=2C=C[C:22]=1C1C=C(N2CCOCC2)C=CC=1)CCC3.B(O)O. Given the product [CH3:22][C:7]1[CH:2]=[C:3]([C:8]2[CH:9]=[CH:10][C:11]3[N:18]4[CH2:19][C@H:14]([CH2:15][CH2:16][CH2:17]4)[NH:13][C:12]=3[N:20]=2)[CH:4]=[N:5][CH:6]=1, predict the reactants needed to synthesize it. (3) The reactants are: [CH3:1][O:2][C:3](=[O:15])[CH:4]([O:11][CH2:12][CH:13]=O)[C:5]1[CH:10]=[CH:9][CH:8]=[CH:7][CH:6]=1.[C:16]([O:20][C:21]([CH3:24])([CH3:23])[CH3:22])(=[O:19])[NH:17][NH2:18]. Given the product [CH3:1][O:2][C:3](=[O:15])[CH:4]([C:5]1[CH:6]=[CH:7][CH:8]=[CH:9][CH:10]=1)[O:11][CH2:12][CH:13]=[N:18][NH:17][C:16]([O:20][C:21]([CH3:24])([CH3:23])[CH3:22])=[O:19], predict the reactants needed to synthesize it.